Dataset: Full USPTO retrosynthesis dataset with 1.9M reactions from patents (1976-2016). Task: Predict the reactants needed to synthesize the given product. Given the product [NH2:10][CH:6]([C:5]1[CH:8]=[CH:9][C:2]([I:1])=[CH:3][CH:4]=1)[C:15]#[N:16], predict the reactants needed to synthesize it. The reactants are: [I:1][C:2]1[CH:9]=[CH:8][C:5]([CH:6]=O)=[CH:4][CH:3]=1.[NH3:10].C[Si]([C:15]#[N:16])(C)C.O.